Dataset: Cav3 T-type calcium channel HTS with 100,875 compounds. Task: Binary Classification. Given a drug SMILES string, predict its activity (active/inactive) in a high-throughput screening assay against a specified biological target. The molecule is S1(=O)(=O)CC(N(C(=O)COC(=O)C2CCN(S(=O)(=O)c3sccc3)CC2)C)CC1. The result is 0 (inactive).